Dataset: NCI-60 drug combinations with 297,098 pairs across 59 cell lines. Task: Regression. Given two drug SMILES strings and cell line genomic features, predict the synergy score measuring deviation from expected non-interaction effect. (1) Synergy scores: CSS=46.2, Synergy_ZIP=-12.3, Synergy_Bliss=-12.2, Synergy_Loewe=-3.21, Synergy_HSA=-0.629. Cell line: MCF7. Drug 1: CC1=C2C(C(=O)C3(C(CC4C(C3C(C(C2(C)C)(CC1OC(=O)C(C(C5=CC=CC=C5)NC(=O)OC(C)(C)C)O)O)OC(=O)C6=CC=CC=C6)(CO4)OC(=O)C)OC)C)OC. Drug 2: CC1C(C(CC(O1)OC2CC(CC3=C2C(=C4C(=C3O)C(=O)C5=CC=CC=C5C4=O)O)(C(=O)C)O)N)O. (2) Drug 1: CN(C)C1=NC(=NC(=N1)N(C)C)N(C)C. Drug 2: CC(C)(C#N)C1=CC(=CC(=C1)CN2C=NC=N2)C(C)(C)C#N. Cell line: BT-549. Synergy scores: CSS=-6.22, Synergy_ZIP=1.49, Synergy_Bliss=-2.76, Synergy_Loewe=-4.22, Synergy_HSA=-8.32. (3) Drug 1: CC12CCC3C(C1CCC2=O)CC(=C)C4=CC(=O)C=CC34C. Drug 2: C1=CC=C(C(=C1)C(C2=CC=C(C=C2)Cl)C(Cl)Cl)Cl. Cell line: UACC-257. Synergy scores: CSS=32.7, Synergy_ZIP=0.707, Synergy_Bliss=0.478, Synergy_Loewe=2.12, Synergy_HSA=1.46. (4) Drug 1: CC1C(C(CC(O1)OC2CC(CC3=C2C(=C4C(=C3O)C(=O)C5=C(C4=O)C(=CC=C5)OC)O)(C(=O)CO)O)N)O.Cl. Drug 2: CC1=CC2C(CCC3(C2CCC3(C(=O)C)OC(=O)C)C)C4(C1=CC(=O)CC4)C. Cell line: SN12C. Synergy scores: CSS=8.84, Synergy_ZIP=-2.15, Synergy_Bliss=3.89, Synergy_Loewe=3.79, Synergy_HSA=4.20.